This data is from Forward reaction prediction with 1.9M reactions from USPTO patents (1976-2016). The task is: Predict the product of the given reaction. (1) Given the reactants C(S)(C)(C)C.[C:6]([S:14][C:15]([CH3:18])([CH3:17])[CH3:16])(=[O:13])[C:7]1[CH:12]=[CH:11][CH:10]=[CH:9][CH:8]=1.C(Cl)(=O)C1C=CC=CC=1, predict the reaction product. The product is: [C:6]([S:14][C:15]([CH3:18])([CH3:17])[CH3:16])(=[O:13])[C:7]1[CH:12]=[CH:11][CH:10]=[CH:9][CH:8]=1. (2) Given the reactants [C:1]1([CH:7]([NH:19][S:20]([CH2:23][C:24]([F:27])([F:26])[F:25])(=[O:22])=[O:21])[C:8]([O:10][C@@H:11]2[CH:16]3[CH2:17][CH2:18][N:13]([CH2:14][CH2:15]3)[CH2:12]2)=[O:9])[CH:6]=[CH:5][CH:4]=[CH:3][CH:2]=1.[Br:28][CH2:29][C:30]([C:32]1[CH:37]=[CH:36][CH:35]=[CH:34][CH:33]=1)=[O:31], predict the reaction product. The product is: [Br-:28].[O:31]=[C:30]([C:32]1[CH:37]=[CH:36][CH:35]=[CH:34][CH:33]=1)[CH2:29][N+:13]12[CH2:18][CH2:17][CH:16]([CH2:15][CH2:14]1)[C@@H:11]([O:10][C:8](=[O:9])[CH:7]([C:1]1[CH:6]=[CH:5][CH:4]=[CH:3][CH:2]=1)[NH:19][S:20]([CH2:23][C:24]([F:26])([F:27])[F:25])(=[O:22])=[O:21])[CH2:12]2.